Predict the reaction yield, written as a fraction of the theoretical maximum amount of product (1.0 means a 100% yield; for example, 0.34 means a 34% yield). From a dataset of Reaction yield outcomes from USPTO patents with 853,638 reactions. (1) The reactants are [Cl:1][C:2]1[CH:7]=[CH:6][C:5]([C:8]2[C:21]3[C:22]4=[C:23]5[C:18](=[CH:19][CH:20]=3)[CH:17]=[CH:16][CH:15]=[C:14]5[CH:13]=[CH:12][C:11]4=[CH:10][CH:9]=2)=[CH:4][CH:3]=1.[Br:24]N1C(=O)CCC1=O. The catalyst is COCCOC. The product is [Br:24][C:9]1[CH:10]=[C:11]2[C:22]3=[C:23]4[C:18]([CH:17]=[CH:16][CH:15]=[C:14]4[CH:13]=[CH:12]2)=[CH:19][CH:20]=[C:21]3[C:8]=1[C:5]1[CH:4]=[CH:3][C:2]([Cl:1])=[CH:7][CH:6]=1. The yield is 0.920. (2) The reactants are C([NH:4][C:5]1[CH:10]=[C:9]([CH:11]([Br:14])[CH2:12][Br:13])[N:8]=[C:7]([C:15]([O:17][CH3:18])=[O:16])[C:6]=1[Cl:19])(=O)C.C(Cl)(=O)C. The catalyst is CO. The product is [NH2:4][C:5]1[CH:10]=[C:9]([CH:11]([Br:14])[CH2:12][Br:13])[N:8]=[C:7]([C:15]([O:17][CH3:18])=[O:16])[C:6]=1[Cl:19]. The yield is 0.630. (3) The reactants are CC1C=CC(S([NH:11][C:12]2[CH:17]=[N:16][CH:15]=[CH:14][N:13]=2)(=O)=O)=CC=1.I[CH2:19][C:20]([NH2:22])=O.CCN(C(C)C)C(C)C.O.[F:40][C:39]([F:42])([F:41])[C:38](O[C:38](=[O:43])[C:39]([F:42])([F:41])[F:40])=[O:43]. The yield is 0.650. The catalyst is CN(C=O)C.ClCCl. The product is [F:42][C:39]([F:40])([F:41])[C:38]([NH:22][C:20]1[N:11]=[C:12]2[CH:17]=[N:16][CH:15]=[CH:14][N:13]2[CH:19]=1)=[O:43]. (4) The reactants are [NH:1]([C:9]([O:11][C:12]([CH3:15])([CH3:14])[CH3:13])=[O:10])[C@H:2]([C:5]([O:7][CH3:8])=[O:6])[CH2:3]I.[C:16]1(=O)[CH2:20][CH2:19][C:18](=[O:21])[CH2:17]1. The catalyst is CN(C=O)C.[Zn].C1C=CC(/C=C/C(/C=C/C2C=CC=CC=2)=O)=CC=1.C1C=CC(/C=C/C(/C=C/C2C=CC=CC=2)=O)=CC=1.C1C=CC(/C=C/C(/C=C/C2C=CC=CC=2)=O)=CC=1.[Pd].[Pd].II.COC1C=CC=C(OC)C=1C1C=CC=CC=1P(C1CCCCC1)C1CCCCC1. The product is [C:12]([O:11][C:9]([NH:1][C@@H:2]([CH2:3][C:16]1[CH2:20][CH2:19][C:18](=[O:21])[CH:17]=1)[C:5]([O:7][CH3:8])=[O:6])=[O:10])([CH3:15])([CH3:14])[CH3:13]. The yield is 0.700. (5) The reactants are Cl[C:2]1[C:7]([CH:8]([CH3:10])[CH3:9])=[C:6]([O:11][CH3:12])[N:5]=[C:4]([O:13][CH3:14])[N:3]=1.[Br:15][C:16]1[CH:17]=[C:18]([CH2:23][C:24]#[N:25])[CH:19]=[C:20]([CH3:22])[CH:21]=1.[H-].[Na+].[Cl-].[NH4+]. The catalyst is CN(C=O)C. The product is [Br:15][C:16]1[CH:17]=[C:18]([CH:23]([C:2]2[C:7]([CH:8]([CH3:10])[CH3:9])=[C:6]([O:11][CH3:12])[N:5]=[C:4]([O:13][CH3:14])[N:3]=2)[C:24]#[N:25])[CH:19]=[C:20]([CH3:22])[CH:21]=1. The yield is 0.870. (6) The reactants are S(O[CH2:12][C:13]1([C:26]([O:28][CH3:29])=[O:27])[O:18][CH2:17][CH2:16][N:15]([C:19]([O:21][C:22]([CH3:25])([CH3:24])[CH3:23])=[O:20])[CH2:14]1)(C1C=CC(C)=CC=1)(=O)=O.[CH3:30][O:31][C:32]1[CH:37]=[C:36]([O:38][CH3:39])[CH:35]=[CH:34][C:33]=1[CH2:40][NH2:41]. The catalyst is C(#N)C. The product is [CH3:30][O:31][C:32]1[CH:37]=[C:36]([O:38][CH3:39])[CH:35]=[CH:34][C:33]=1[CH2:40][NH:41][CH2:12][C:13]1([C:26]([O:28][CH3:29])=[O:27])[O:18][CH2:17][CH2:16][N:15]([C:19]([O:21][C:22]([CH3:23])([CH3:24])[CH3:25])=[O:20])[CH2:14]1. The yield is 0.320. (7) The reactants are [N:1]1[C:9]2[C:4](=[N:5][CH:6]=[CH:7][CH:8]=2)[O:3][C:2]=1[C:10]1[CH:19]=[CH:18][C:13]([C:14]([O:16]C)=[O:15])=[CH:12][CH:11]=1.[Li+].[OH-]. The catalyst is CO.C1COCC1. The product is [N:1]1[C:9]2[C:4](=[N:5][CH:6]=[CH:7][CH:8]=2)[O:3][C:2]=1[C:10]1[CH:19]=[CH:18][C:13]([C:14]([OH:16])=[O:15])=[CH:12][CH:11]=1. The yield is 0.630. (8) The reactants are [Br:1][C:2]1[C:7]([CH:8](O)[C:9]([CH3:12])([CH3:11])[CH3:10])=[CH:6][CH:5]=[CH:4][N:3]=1.[Li]C.C[CH2:17][O:18]CC.[C:21](=[S:23])=[S:22].CI. The catalyst is C1COCC1. The product is [CH3:17][O:18][C:21](=[S:23])[S:22][CH:8]([C:7]1[C:2]([Br:1])=[N:3][CH:4]=[CH:5][CH:6]=1)[C:9]([CH3:12])([CH3:11])[CH3:10]. The yield is 0.810.